The task is: Regression/Classification. Given a drug SMILES string, predict its absorption, distribution, metabolism, or excretion properties. Task type varies by dataset: regression for continuous measurements (e.g., permeability, clearance, half-life) or binary classification for categorical outcomes (e.g., BBB penetration, CYP inhibition). Dataset: rlm.. This data is from Rat liver microsome stability data. (1) The drug is Cc1cccc(-n2cnc3cc(C(=O)N4CCCC(C(C)C)C4)ccc32)c1. The result is 1 (stable in rat liver microsomes). (2) The result is 0 (unstable in rat liver microsomes). The molecule is CC(=O)N1CCc2c(sc3c2c(=O)n(-c2ccccc2)c(=O)n3CC(=O)c2ccccc2)C1. (3) The molecule is CCc1ccc2ncc(C(=O)c3ccc(C)c(C)c3)c(N3CCC(C(N)=O)CC3)c2c1. The result is 1 (stable in rat liver microsomes). (4) The compound is Cc1noc(C)c1-c1ccc(-c2nc(C)c([C@H](OC(C)(C)C)C(=O)O)c(-c3ccc(Cl)cc3)c2C)cc1. The result is 0 (unstable in rat liver microsomes). (5) The molecule is CC(C)[C@H](NC(=O)c1ccc2[nH]nc(-c3ccc(N4[C@H]5CC[C@H]4CC(O)C5)cc3)c2c1)c1ccccc1Cl. The result is 0 (unstable in rat liver microsomes). (6) The drug is CCN(CCN(C)C)C(=O)C1CCN(S(=O)(=O)c2c(C)noc2/C=C/c2ccccc2F)CC1. The result is 0 (unstable in rat liver microsomes). (7) The result is 1 (stable in rat liver microsomes). The drug is COc1ccc2[nH]c([S+]([O-])Cc3ncc(C)c(OC)c3C)nc2c1. (8) The drug is O=C(Nc1cc(C(F)(F)F)ccc1N1CCOCC1)c1nnc(O)c2ccccc12. The result is 0 (unstable in rat liver microsomes). (9) The result is 1 (stable in rat liver microsomes). The compound is CCNC(=O)N1CCCN(c2ccc(C(=O)NCCc3ccc(Cl)cc3Cl)cc2NC(=O)c2cccc(Cl)c2)CC1.